From a dataset of Reaction yield outcomes from USPTO patents with 853,638 reactions. Predict the reaction yield, written as a fraction of the theoretical maximum amount of product (1.0 means a 100% yield; for example, 0.34 means a 34% yield). (1) The reactants are [F:1][C:2]1[CH:3]=[C:4](B(O)O)[CH:5]=[CH:6][C:7]=1[F:8].[NH2:12][C:13]1[N:14]=[C:15]([N:24]2[CH2:29][CH2:28][N:27]([C:30](=[O:40])[CH2:31][O:32][C:33]3[CH:38]=[CH:37][C:36]([Cl:39])=[CH:35][CH:34]=3)[CH2:26][CH2:25]2)[C:16]2[N:22]=[C:21](Cl)[CH:20]=[CH:19][C:17]=2[N:18]=1. No catalyst specified. The product is [NH2:12][C:13]1[N:14]=[C:15]([N:24]2[CH2:25][CH2:26][N:27]([C:30](=[O:40])[CH2:31][O:32][C:33]3[CH:38]=[CH:37][C:36]([Cl:39])=[CH:35][CH:34]=3)[CH2:28][CH2:29]2)[C:16]2[N:22]=[C:21]([C:4]3[CH:5]=[CH:6][C:7]([F:8])=[C:2]([F:1])[CH:3]=3)[CH:20]=[CH:19][C:17]=2[N:18]=1. The yield is 0.710. (2) The reactants are [OH:1][C:2]1[C:7](=[O:8])[CH:6]=[CH:5][N:4]([CH3:9])[C:3]=1[CH:10](O)[C:11]([F:14])([F:13])[F:12].[CH:16]1([NH2:19])[CH2:18][CH2:17]1. No catalyst specified. The product is [CH:16]1([NH:19][CH:10]([C:3]2[N:4]([CH3:9])[CH:5]=[CH:6][C:7](=[O:8])[C:2]=2[OH:1])[C:11]([F:14])([F:13])[F:12])[CH2:18][CH2:17]1. The yield is 0.400. (3) The reactants are [CH:1]([N:4]1[CH2:9][CH2:8][N:7]([C:10]([C:12]2[CH:22]=[CH:21][C:15]3[S:16][CH:17]=[C:18]([CH:19]=O)[C:14]=3[CH:13]=2)=[O:11])[CH2:6][CH2:5]1)([CH3:3])[CH3:2].[NH:23]1[CH2:28][CH2:27][CH2:26][CH2:25][CH2:24]1.[BH-](OC(C)=O)(OC(C)=O)OC(C)=O.[Na+]. The catalyst is C(Cl)Cl. The product is [CH:1]([N:4]1[CH2:9][CH2:8][N:7]([C:10]([C:12]2[CH:22]=[CH:21][C:15]3[S:16][CH:17]=[C:18]([CH2:19][N:23]4[CH2:28][CH2:27][CH2:26][CH2:25][CH2:24]4)[C:14]=3[CH:13]=2)=[O:11])[CH2:6][CH2:5]1)([CH3:3])[CH3:2]. The yield is 0.590. (4) The reactants are [N+:1]([C:4]1[CH:9]=[CH:8][C:7](F)=[CH:6][CH:5]=1)([O-:3])=[O:2].[NH:11]1[CH2:16][CH2:15][NH:14][CH2:13][CH2:12]1.C([O-])([O-])=O.[K+].[K+]. The product is [N+:1]([C:4]1[CH:9]=[CH:8][C:7]([N:11]2[CH2:16][CH2:15][NH:14][CH2:13][CH2:12]2)=[CH:6][CH:5]=1)([O-:3])=[O:2]. The yield is 0.851. The catalyst is C(#N)C. (5) The reactants are [Si:1]([O:8][CH2:9][CH:10]=[O:11])([C:4]([CH3:7])([CH3:6])[CH3:5])([CH3:3])[CH3:2].[Cl:12][C:13]1[CH:18]=[CH:17][C:16]([Mg]Br)=[CH:15][C:14]=1[F:21]. The catalyst is C1COCC1. The product is [Si:1]([O:8][CH2:9][CH:10]([C:16]1[CH:17]=[CH:18][C:13]([Cl:12])=[C:14]([F:21])[CH:15]=1)[OH:11])([C:4]([CH3:7])([CH3:6])[CH3:5])([CH3:3])[CH3:2]. The yield is 0.928. (6) The reactants are [Cl:1][C:2]1[C:3]2[CH:10]=[CH:9][NH:8][C:4]=2[N:5]=[CH:6][N:7]=1.[Cl:11]N1C(=O)CCC1=O. The catalyst is ClCCl. The product is [Cl:1][C:2]1[C:3]2[C:10]([Cl:11])=[CH:9][NH:8][C:4]=2[N:5]=[CH:6][N:7]=1. The yield is 0.720.